From a dataset of Full USPTO retrosynthesis dataset with 1.9M reactions from patents (1976-2016). Predict the reactants needed to synthesize the given product. (1) Given the product [F:45][C:46]([F:50])([F:49])[CH2:47][O:1][CH2:2][C:3]1[O:7][C:6]([CH2:8][N:9]([CH2:22][C:23]([F:26])([F:24])[F:25])[C:10]2[CH:17]=[CH:16][C:13]([C:14]#[N:15])=[C:12]([C:18]([F:19])([F:20])[F:21])[CH:11]=2)=[CH:5][CH:4]=1, predict the reactants needed to synthesize it. The reactants are: [OH:1][CH2:2][C:3]1[O:7][C:6]([CH2:8][N:9]([CH2:22][C:23]([F:26])([F:25])[F:24])[C:10]2[CH:17]=[CH:16][C:13]([C:14]#[N:15])=[C:12]([C:18]([F:21])([F:20])[F:19])[CH:11]=2)=[CH:5][CH:4]=1.N(C(N1CCCCC1)=O)=NC(N1CCCCC1)=O.[F:45][C:46]([F:50])([F:49])[CH2:47]O.C(P(CCCC)CCCC)CCC. (2) Given the product [CH3:1][O:2][C:3]1[CH:4]=[CH:5][C:6]([C:9]2[CH:14]=[CH:13][C:12]([CH2:15][CH2:16][C:17]([O:19][CH2:20][CH3:21])=[O:18])=[CH:11][CH:10]=2)=[CH:7][CH:8]=1, predict the reactants needed to synthesize it. The reactants are: [CH3:1][O:2][C:3]1[CH:8]=[CH:7][C:6]([C:9]2[CH:14]=[CH:13][C:12](/[CH:15]=[CH:16]/[C:17]([O:19][CH2:20][CH3:21])=[O:18])=[CH:11][CH:10]=2)=[CH:5][CH:4]=1.C(O)(=O)C. (3) Given the product [Br:23][C:20]1[CH:28]=[C:29]([C:32]([CH3:24])=[CH:1][C:2]2[CH:3]=[CH:4][CH:5]=[CH:6][CH:7]=2)[CH:30]=[CH:18][CH:19]=1, predict the reactants needed to synthesize it. The reactants are: [CH2:1](P(=O)([O-])OCC)[C:2]1[CH:7]=[CH:6][CH:5]=[CH:4][CH:3]=1.CC(C1C=C[C:20]([Br:23])=[CH:19][CH:18]=1)=O.[CH3:24]S(C)=O.[CH3:28][C:29]([CH3:32])([O-])[CH3:30].[K+]. (4) Given the product [Br:34][CH2:35][CH2:36][O:21][C:15]1[CH:14]=[C:13]2[C:18]([C:9]([O:8][C:6]3[CH:5]=[CH:4][C:3]([NH:22][C:23](=[O:27])[N:24]([CH3:26])[CH3:25])=[C:2]([Cl:1])[CH:7]=3)=[N:10][CH:11]=[N:12]2)=[CH:17][C:16]=1[O:19][CH3:20], predict the reactants needed to synthesize it. The reactants are: [Cl:1][C:2]1[CH:7]=[C:6]([O:8][C:9]2[C:18]3[C:13](=[CH:14][C:15]([OH:21])=[C:16]([O:19][CH3:20])[CH:17]=3)[N:12]=[CH:11][N:10]=2)[CH:5]=[CH:4][C:3]=1[NH:22][C:23](=[O:27])[N:24]([CH3:26])[CH3:25].C(=O)([O-])[O-].[K+].[K+].[Br:34][CH2:35][CH2:36]Br.O.